From a dataset of Full USPTO retrosynthesis dataset with 1.9M reactions from patents (1976-2016). Predict the reactants needed to synthesize the given product. (1) Given the product [CH2:2]([NH:4][C:5]([NH:7][C:8]1[CH:9]=[CH:10][C:11]([C:14]2[N:15]=[C:16]([N:24]3[CH2:25][CH2:26][O:27][CH2:28][CH2:29]3)[C:17]3[CH2:23][CH2:22][N:21]([C:35](=[O:36])[C:34]4[CH:38]=[CH:39][C:31]([F:30])=[CH:32][CH:33]=4)[CH2:20][C:18]=3[N:19]=2)=[CH:12][CH:13]=1)=[O:6])[CH3:3], predict the reactants needed to synthesize it. The reactants are: Cl.[CH2:2]([NH:4][C:5]([NH:7][C:8]1[CH:13]=[CH:12][C:11]([C:14]2[N:15]=[C:16]([N:24]3[CH2:29][CH2:28][O:27][CH2:26][CH2:25]3)[C:17]3[CH2:23][CH2:22][NH:21][CH2:20][C:18]=3[N:19]=2)=[CH:10][CH:9]=1)=[O:6])[CH3:3].[F:30][C:31]1[CH:39]=[CH:38][C:34]([C:35](Cl)=[O:36])=[CH:33][CH:32]=1. (2) Given the product [CH2:15]([N:6]1[CH:7]=[C:8]([C:9]([O:11][CH2:12][CH3:13])=[O:10])[C:4]([I:3])=[N:5]1)[CH3:16], predict the reactants needed to synthesize it. The reactants are: [H-].[Na+].[I:3][C:4]1[C:8]([C:9]([O:11][CH2:12][CH3:13])=[O:10])=[CH:7][NH:6][N:5]=1.I[CH2:15][CH3:16]. (3) Given the product [OH:9][C@H:6]1[CH2:5][CH2:4][C@H:3]([CH2:25][NH:27][C:10](=[O:11])[O:12][C:13]([CH3:16])([CH3:15])[CH3:14])[CH2:8][CH2:7]1, predict the reactants needed to synthesize it. The reactants are: CN[C@H:3]1[CH2:8][CH2:7][C@H:6]([OH:9])[CH2:5][CH2:4]1.[C:10](O[C:10]([O:12][C:13]([CH3:16])([CH3:15])[CH3:14])=[O:11])([O:12][C:13]([CH3:16])([CH3:15])[CH3:14])=[O:11].[C:25](#[N:27])C. (4) The reactants are: [C:1]([C:5]1[CH:26]=[CH:25][C:8]([C:9]([NH:11][C:12]2[CH:13]=[N:14][C:15]([C:18]3[CH:23]=[CH:22][CH:21]=[CH:20][C:19]=3[F:24])=[CH:16][CH:17]=2)=[O:10])=[CH:7][C:6]=1[NH:27][C:28](=[O:32])[CH:29](Cl)[CH3:30])([CH3:4])([CH3:3])[CH3:2].[NH:33]1[CH2:38][CH2:37][O:36][CH2:35][CH2:34]1.C(N(CC)CC)C.[I-].[K+]. Given the product [C:1]([C:5]1[CH:26]=[CH:25][C:8]([C:9]([NH:11][C:12]2[CH:13]=[N:14][C:15]([C:18]3[CH:23]=[CH:22][CH:21]=[CH:20][C:19]=3[F:24])=[CH:16][CH:17]=2)=[O:10])=[CH:7][C:6]=1[NH:27][C:28](=[O:32])[CH:29]([N:33]1[CH2:38][CH2:37][O:36][CH2:35][CH2:34]1)[CH3:30])([CH3:4])([CH3:3])[CH3:2], predict the reactants needed to synthesize it. (5) Given the product [NH2:7][C:8]([CH2:16][N:17]1[C:25]2[C:20](=[C:21]([C:26]3[N:30]=[C:29]([C:31]4[CH:36]=[CH:35][C:34]([O:37][CH2:38][CH3:39])=[C:33]([O:40][CH3:41])[CH:32]=4)[O:28][N:27]=3)[CH:22]=[CH:23][CH:24]=2)[CH2:19][CH2:18]1)([CH2:9][OH:10])[CH2:13][OH:12], predict the reactants needed to synthesize it. The reactants are: C(OC(=O)[NH:7][C:8]1([CH2:16][N:17]2[C:25]3[C:20](=[C:21]([C:26]4[N:30]=[C:29]([C:31]5[CH:36]=[CH:35][C:34]([O:37][CH2:38][CH3:39])=[C:33]([O:40][CH3:41])[CH:32]=5)[O:28][N:27]=4)[CH:22]=[CH:23][CH:24]=3)[CH:19]=[CH:18]2)[CH2:13][O:12]C(C)(C)[O:10][CH2:9]1)(C)(C)C.C(OC1C=C(C2ON=C(C3C=CC=C4C=3CCN4CC3(NC(=O)OC(C)(C)C)COC(C)(C)OC3)N=2)C=CC=1OCC)C. (6) Given the product [C:1]([CH:3]([CH2:11][C:12]1[CH:17]=[CH:16][C:15]([Cl:18])=[C:14]([Cl:19])[CH:13]=1)[C:4]([O:6][C:7]([CH3:9])([CH3:8])[CH3:10])=[O:5])#[N:2], predict the reactants needed to synthesize it. The reactants are: [C:1](/[C:3](=[CH:11]\[C:12]1[CH:17]=[CH:16][C:15]([Cl:18])=[C:14]([Cl:19])[CH:13]=1)/[C:4]([O:6][C:7]([CH3:10])([CH3:9])[CH3:8])=[O:5])#[N:2]. (7) Given the product [CH3:15][NH:14][C:6]1[S:7][C@H:8]2[O:9][C@H:10]([CH2:11][NH:12][CH3:13])[C@@H:2]([OH:1])[C@H:3]([OH:23])[C@H:4]2[N:5]=1.[ClH:24], predict the reactants needed to synthesize it. The reactants are: [OH:1][C@@H:2]1[C@@H:10]([CH2:11][NH:12][CH3:13])[O:9][C@H:8]2[C@H:4]([N:5]=[C:6]([N:14](C)[C:15](=O)OC(C)(C)C)[S:7]2)[C@H:3]1[OH:23].[ClH:24].